This data is from Forward reaction prediction with 1.9M reactions from USPTO patents (1976-2016). The task is: Predict the product of the given reaction. (1) Given the reactants N12CCN(CC1)CC2.Cl[C:10]1[C:11]2[S:21][CH:20]=[CH:19][C:12]=2[NH:13][C:14](=[O:18])[C:15]=1[C:16]#[N:17].[N:22]1([C:28]([C:30]2[S:31][CH:32]=[CH:33][CH:34]=2)=[O:29])[CH2:27][CH2:26][NH:25][CH2:24][CH2:23]1, predict the reaction product. The product is: [O:18]=[C:14]1[NH:13][C:12]2[CH:19]=[CH:20][S:21][C:11]=2[C:10]([N:25]2[CH2:26][CH2:27][N:22]([C:28]([C:30]3[S:31][CH:32]=[CH:33][CH:34]=3)=[O:29])[CH2:23][CH2:24]2)=[C:15]1[C:16]#[N:17]. (2) Given the reactants [CH:1](=O)[CH2:2][CH3:3].[NH2:5][C:6]1[S:7][C:8]([S:11]([C:14]2[CH:19]=[CH:18][C:17]([N+:20]([O-:22])=[O:21])=[CH:16][CH:15]=2)(=[O:13])=[O:12])=[CH:9][N:10]=1.CO[C:25](=[O:36])[C:26](=[O:35])[CH2:27][C:28]([C:30]1[O:31][CH:32]=[CH:33][CH:34]=1)=[O:29], predict the reaction product. The product is: [CH2:2]([CH:3]1[N:5]([C:6]2[S:7][C:8]([S:11]([C:14]3[CH:15]=[CH:16][C:17]([N+:20]([O-:22])=[O:21])=[CH:18][CH:19]=3)(=[O:12])=[O:13])=[CH:9][N:10]=2)[C:25](=[O:36])[C:26]([OH:35])=[C:27]1[C:28]([C:30]1[O:31][CH:32]=[CH:33][CH:34]=1)=[O:29])[CH3:1]. (3) Given the reactants [Li+].[OH-].C[O:4][C:5]([C:7]1[C:8]([CH2:22][O:23][CH3:24])=[N:9][C:10]2[C:15]([C:16]=1[CH3:17])=[CH:14][CH:13]=[C:12]([C:18]([F:21])([F:20])[F:19])[CH:11]=2)=[O:6], predict the reaction product. The product is: [CH3:24][O:23][CH2:22][C:8]1[C:7]([C:5]([OH:6])=[O:4])=[C:16]([CH3:17])[C:15]2[C:10](=[CH:11][C:12]([C:18]([F:21])([F:20])[F:19])=[CH:13][CH:14]=2)[N:9]=1. (4) Given the reactants [F:1][C:2]1[CH:3]=[CH:4][C:5]([CH3:19])=[C:6]([C:8]2[CH:17]=[C:16]3[C:11]([CH:12]=[C:13]([NH2:18])[N:14]=[CH:15]3)=[CH:10][CH:9]=2)[CH:7]=1.Cl[C:21]([O:23][CH:24]([CH3:26])[CH3:25])=[O:22], predict the reaction product. The product is: [F:1][C:2]1[CH:3]=[CH:4][C:5]([CH3:19])=[C:6]([C:8]2[CH:17]=[C:16]3[C:11]([CH:12]=[C:13]([NH:18][C:21](=[O:22])[O:23][CH:24]([CH3:26])[CH3:25])[N:14]=[CH:15]3)=[CH:10][CH:9]=2)[CH:7]=1. (5) Given the reactants [NH2:1][C@@H:2]([CH2:5][C:6]([CH3:9])([OH:8])[CH3:7])[CH2:3][OH:4].[N:10]1([C:16](Cl)=[O:17])[CH2:15][CH2:14][O:13][CH2:12][CH2:11]1.C(N(CC)CC)C, predict the reaction product. The product is: [OH:4][CH2:3][C@@H:2]([NH:1][C:16]([N:10]1[CH2:15][CH2:14][O:13][CH2:12][CH2:11]1)=[O:17])[CH2:5][C:6]([OH:8])([CH3:9])[CH3:7]. (6) Given the reactants C([O:4][CH2:5][CH2:6][CH:7]([C:9]1[S:10][C:11]([C:14]2[N:19]=[C:18]([NH:20][C:21]3[CH:25]=[C:24]([CH:26]4[CH2:28][CH2:27]4)[NH:23][N:22]=3)[C:17]([C:29]#[CH:30])=[CH:16][N:15]=2)=[CH:12][CH:13]=1)[OH:8])(=O)C.[OH-].[Na+].O.Cl, predict the reaction product. The product is: [CH:26]1([C:24]2[NH:23][N:22]=[C:21]([NH:20][C:18]3[C:17]([C:29]#[CH:30])=[CH:16][N:15]=[C:14]([C:11]4[S:10][C:9]([CH:7]([OH:8])[CH2:6][CH2:5][OH:4])=[CH:13][CH:12]=4)[N:19]=3)[CH:25]=2)[CH2:28][CH2:27]1. (7) The product is: [NH:24]1[C:23]2[CH:33]=[CH:34][S:35][C:22]=2[C:21]([C:9]2[NH:8][C:16]3[C:11]([CH:10]=2)=[CH:12][C:13]([C:17]([OH:20])([CH2:40][CH3:41])[CH3:18])=[CH:14][CH:15]=3)=[N:25]1. Given the reactants C(OC([N:8]1[C:16]2[C:11](=[CH:12][C:13]([C:17](=[O:20])[CH2:18]C)=[CH:14][CH:15]=2)[CH:10]=[C:9]1[C:21]1[C:22]2[S:35][CH:34]=[CH:33][C:23]=2[N:24](C(OC(C)(C)C)=O)[N:25]=1)=O)(C)(C)C.C[Mg]Br.O1CC[CH2:41][CH2:40]1, predict the reaction product. (8) Given the reactants N(C(C)=O)[C@H](C(N[C@H](C(N[C@@H](C(N[C@H](C(N[C@@H](C(N[C@H](C([NH:94][C@H:95]([C:108]([NH:110][C@H:111]([C:119]([O:121][CH3:122])=[O:120])[CH2:112][S:113][CH2:114][NH:115][C:116]([CH3:118])=[O:117])=[O:109])[CH2:96][C:97]1[C:105]2[C:100](=[CH:101][CH:102]=[CH:103][CH:104]=2)[N:99]([CH:106]=[O:107])[CH:98]=1)=O)CCCNC(=N)NS(C1C(C)=C2C(OC(C2)(C)C)=C(C)C=1C)(=O)=O)=O)CC1C=CC=CC=1)=O)CC1N=CNC=1)=O)C)=O)CSCNC(C)=O)=O)CCCNC(=N)NS(C1C(C)=C2C(OC(C2)(C)C)=C(C)C=1C)(=O)=O.N(C(C)=O)[C@H](C(N[C@H](C(N[C@@H](C(N[C@H](C(N[C@@H](C(N[C@H](C(NN)=O)CCCNC(=N)NS(C1C(C)=C2C(OC(C2)(C)C)=C(C)C=1C)(=O)=O)=O)CC1C=CC=CC=1)=O)CC1N=CNC=1)=O)C)=O)CSCNC(C)=O)=O)CCCNC(=N)NS(C1C(C)=C2C(OC(C2)(C)C)=C(C)C=1C)(=O)=O, predict the reaction product. The product is: [NH2:94][C@H:95]([C:108]([NH:110][C@H:111]([C:119]([O:121][CH3:122])=[O:120])[CH2:112][S:113][CH2:114][NH:115][C:116]([CH3:118])=[O:117])=[O:109])[CH2:96][C:97]1[C:105]2[C:100](=[CH:101][CH:102]=[CH:103][CH:104]=2)[N:99]([CH:106]=[O:107])[CH:98]=1. (9) The product is: [Cl:1][C:2]1[CH:3]=[C:4]2[C:9](=[CH:10][C:11]=1[O:12][C:13]1[N:14]=[CH:15][C:16]([CH2:19][CH3:20])=[CH:17][N:18]=1)[O:8][CH:7]([C:21]([F:23])([F:24])[F:22])[C:6]([C:25]([OH:27])=[O:26])=[CH:5]2. Given the reactants [Cl:1][C:2]1[CH:3]=[C:4]2[C:9](=[CH:10][C:11]=1[O:12][C:13]1[N:18]=[CH:17][C:16]([CH2:19][CH3:20])=[CH:15][N:14]=1)[O:8][CH:7]([C:21]([F:24])([F:23])[F:22])[C:6]([C:25]([O:27]CC)=[O:26])=[CH:5]2.O.[OH-].[Li+].C(O)C, predict the reaction product.